This data is from Forward reaction prediction with 1.9M reactions from USPTO patents (1976-2016). The task is: Predict the product of the given reaction. (1) Given the reactants [OH:1][C:2]([C:31]1[CH:36]=[CH:35][CH:34]=[CH:33][CH:32]=1)([C:25]1[CH:30]=[CH:29][CH:28]=[CH:27][CH:26]=1)[C:3]1[N:7]=[CH:6][N:5]([CH2:8][CH:9]2[CH2:14][CH2:13][N:12](C(OCC3C=CC=CC=3)=O)[CH2:11][CH2:10]2)[N:4]=1.C([O-])=O.[NH4+], predict the reaction product. The product is: [C:31]1([C:2]([C:25]2[CH:30]=[CH:29][CH:28]=[CH:27][CH:26]=2)([C:3]2[N:7]=[CH:6][N:5]([CH2:8][CH:9]3[CH2:10][CH2:11][NH:12][CH2:13][CH2:14]3)[N:4]=2)[OH:1])[CH:32]=[CH:33][CH:34]=[CH:35][CH:36]=1. (2) Given the reactants C([Li])(C)(C)C.CCCCCC.I[C:13](=[CH2:22])[CH2:14][C@H:15]1[CH2:19][O:18][C:17]([CH3:21])([CH3:20])[O:16]1.[S:23](Cl)([Cl:26])(=[O:25])=[O:24], predict the reaction product. The product is: [CH3:20][C:17]1([CH3:21])[O:16][C@@H:15]([CH2:14][C:13]([S:23]([Cl:26])(=[O:25])=[O:24])=[CH2:22])[CH2:19][O:18]1. (3) Given the reactants Cl.[NH:2]1[CH2:7][CH2:6][CH:5]([CH2:8][O:9][C:10]2[CH:15]=[CH:14][C:13]([C:16]3[N:17]=[CH:18][C:19]([C:22]([O:24][CH3:25])=[O:23])=[N:20][CH:21]=3)=[CH:12][CH:11]=2)[CH2:4][CH2:3]1.[CH3:26][C:27]1([CH3:30])[CH2:29][O:28]1.C([O-])([O-])=O.[K+].[K+].O, predict the reaction product. The product is: [OH:28][C:27]([CH3:30])([CH3:29])[CH2:26][N:2]1[CH2:7][CH2:6][CH:5]([CH2:8][O:9][C:10]2[CH:15]=[CH:14][C:13]([C:16]3[N:17]=[CH:18][C:19]([C:22]([O:24][CH3:25])=[O:23])=[N:20][CH:21]=3)=[CH:12][CH:11]=2)[CH2:4][CH2:3]1. (4) Given the reactants [Cl:1][C:2]1[C:3]([CH3:22])=[C:4]([Cl:21])[C:5]2[O:10][CH:9]([C:11]([F:14])([F:13])[F:12])[C:8]([C:15]([O:17]CC)=[O:16])=[CH:7][C:6]=2[CH:20]=1.[OH-].[Na+], predict the reaction product. The product is: [Cl:1][C:2]1[C:3]([CH3:22])=[C:4]([Cl:21])[C:5]2[O:10][CH:9]([C:11]([F:14])([F:13])[F:12])[C:8]([C:15]([OH:17])=[O:16])=[CH:7][C:6]=2[CH:20]=1. (5) Given the reactants [NH2:1][CH2:2][CH2:3][CH2:4][N:5]1[CH2:10][CH2:9][CH:8]([C:11]2[CH:12]=[C:13]([NH:17][C:18](=[O:22])[CH:19]([CH3:21])[CH3:20])[CH:14]=[CH:15][CH:16]=2)[CH2:7][CH2:6]1.[Cl:23][C:24]1[CH:25]=[C:26]([CH:36]=[C:37]([Cl:39])[CH:38]=1)[O:27][C:28]1[O:32][C:31]([C:33](Cl)=[O:34])=[CH:30][CH:29]=1, predict the reaction product. The product is: [Cl:23][C:24]1[CH:25]=[C:26]([CH:36]=[C:37]([Cl:39])[CH:38]=1)[O:27][C:28]1[O:32][C:31]([C:33]([NH:1][CH2:2][CH2:3][CH2:4][N:5]2[CH2:10][CH2:9][CH:8]([C:11]3[CH:16]=[CH:15][CH:14]=[C:13]([NH:17][C:18](=[O:22])[CH:19]([CH3:20])[CH3:21])[CH:12]=3)[CH2:7][CH2:6]2)=[O:34])=[CH:30][CH:29]=1. (6) Given the reactants Cl.[NH2:2][CH2:3][C:4]([C:6]1[CH:11]=[CH:10][C:9]([Br:12])=[CH:8][CH:7]=1)=[O:5].CCN(C(C)C)C(C)C.[C:22]([N:29]1[CH2:36][CH2:35][CH2:34][C@H:30]1[C:31](O)=[O:32])([O:24][C:25]([CH3:28])([CH3:27])[CH3:26])=[O:23].C1C=CC2N(O)N=NC=2C=1.O.CCN=C=NCCCN(C)C.Cl.N1CCC[C@H]1C(O)=O, predict the reaction product. The product is: [Br:12][C:9]1[CH:10]=[CH:11][C:6]([C:4](=[O:5])[CH2:3][NH:2][C:31]([C@@H:30]2[CH2:34][CH2:35][CH2:36][N:29]2[C:22]([O:24][C:25]([CH3:28])([CH3:27])[CH3:26])=[O:23])=[O:32])=[CH:7][CH:8]=1. (7) Given the reactants [OH:1][C:2]1[C:7]([C:8]2[NH:12][C:11]3[CH:13]=[CH:14][C:15]([C:17]([NH2:19])=[NH:18])=[CH:16][C:10]=3[N:9]=2)=[CH:6][C:5]([S:20](=[O:33])(=[O:32])[NH:21][C:22](=[O:31])[CH2:23][CH2:24][C:25]2[CH:26]=[N:27][CH:28]=[CH:29][CH:30]=2)=[CH:4][C:3]=1[C:34]1[CH:39]=[CH:38][CH:37]=[C:36]([N+:40]([O-])=O)[CH:35]=1, predict the reaction product. The product is: [NH2:40][C:36]1[CH:35]=[C:34]([C:3]2[CH:4]=[C:5]([S:20](=[O:33])(=[O:32])[NH:21][C:22](=[O:31])[CH2:23][CH2:24][CH:25]3[CH2:30][CH2:29][CH2:28][NH:27][CH2:26]3)[CH:6]=[C:7]([C:8]3[NH:12][C:11]4[CH:13]=[CH:14][C:15]([C:17]([NH2:19])=[NH:18])=[CH:16][C:10]=4[N:9]=3)[C:2]=2[OH:1])[CH:39]=[CH:38][CH:37]=1. (8) Given the reactants [C:1]([N:8]1[CH2:12][C@@H:11]([N:13]([CH:20]2[CH2:25][CH2:24][C:23]([CH3:27])([CH3:26])[CH2:22][CH2:21]2)[C:14](=[O:19])[C:15]([CH3:18])([CH3:17])[CH3:16])[CH2:10][C@H:9]1[CH2:28][NH2:29])([O:3][C:4]([CH3:7])([CH3:6])[CH3:5])=[O:2].Cl[C:31]([O:33][CH2:34][C:35]1[CH:40]=[CH:39][CH:38]=[CH:37][CH:36]=1)=[O:32], predict the reaction product. The product is: [C:1]([N:8]1[CH2:12][C@@H:11]([N:13]([CH:20]2[CH2:25][CH2:24][C:23]([CH3:27])([CH3:26])[CH2:22][CH2:21]2)[C:14](=[O:19])[C:15]([CH3:17])([CH3:18])[CH3:16])[CH2:10][C@H:9]1[CH2:28][NH:29][C:31]([O:33][CH2:34][C:35]1[CH:40]=[CH:39][CH:38]=[CH:37][CH:36]=1)=[O:32])([O:3][C:4]([CH3:5])([CH3:6])[CH3:7])=[O:2]. (9) Given the reactants C(OC(=O)[NH:10][C@H:11]1[CH2:16][CH2:15][CH2:14][C@H:13]([N:17](C(OCC2C=CC=CC=2)=O)[C:18]2[N:27]=[C:26]([CH3:28])[C:25]3[C:20](=[CH:21][CH:22]=[CH:23][CH:24]=3)[N:19]=2)[CH2:12]1)C1C=CC=CC=1, predict the reaction product. The product is: [CH3:28][C:26]1[C:25]2[C:20](=[CH:21][CH:22]=[CH:23][CH:24]=2)[N:19]=[C:18]([NH:17][C@H:13]2[CH2:14][CH2:15][CH2:16][C@H:11]([NH2:10])[CH2:12]2)[N:27]=1.